From a dataset of Full USPTO retrosynthesis dataset with 1.9M reactions from patents (1976-2016). Predict the reactants needed to synthesize the given product. (1) Given the product [Cl:1][C:2]1[CH:3]=[C:4]([CH:36]=[CH:37][CH:38]=1)[NH:5][C:6]1[N:11]=[C:10]([C:12]2[NH:13][CH:14]=[N:15][CH:16]=2)[CH:9]=[CH:8][N:7]=1, predict the reactants needed to synthesize it. The reactants are: [Cl:1][C:2]1[CH:3]=[C:4]([CH:36]=[CH:37][CH:38]=1)[NH:5][C:6]1[N:11]=[C:10]([C:12]2[N:13]=[CH:14][N:15](C(C3C=CC=CC=3)(C3C=CC=CC=3)C3C=CC=CC=3)[CH:16]=2)[CH:9]=[CH:8][N:7]=1. (2) Given the product [I-:1].[I-:1].[I-:1].[CH2:30]([N:31]([C:15]1[C:16]2[NH2+:17][C:18]3[C:9](=[CH:8][CH:7]=[CH:6][CH:5]=3)[S:10][C:11]=2[CH:12]=[CH:13][CH:14]=1)[CH2:32][CH2:23][CH2:22][CH3:21])[CH2:29][CH2:28][CH3:27].[CH2:58]([N:59]([C:43]1[C:44]2[NH2+:45][C:46]3[C:37](=[CH:36][CH:35]=[CH:34][CH:33]=3)[S:38][C:39]=2[CH:40]=[CH:41][CH:42]=1)[CH2:60][CH2:51][CH2:50][CH3:49])[CH2:57][CH2:56][CH3:55].[CH2:61]([N:65]([C:80]1[C:81]2[NH2+:82][C:83]3[C:74](=[CH:73][CH:72]=[CH:71][CH:70]=3)[S:75][C:76]=2[CH:77]=[CH:78][CH:79]=1)[CH2:66][CH2:67][CH2:68][CH3:69])[CH2:62][CH2:63][CH3:64], predict the reactants needed to synthesize it. The reactants are: [I-:1].[I-].[I-].[I-].[CH:5]1[C:18]2[NH2+:17][C:16]3[C:11](=[CH:12][CH:13]=[CH:14][CH:15]=3)[S:10][C:9]=2[CH:8]=[CH:7][CH:6]=1.C1[C:32]2[NH2+:31][C:30]3C(=C[CH:27]=[CH:28][CH:29]=3)S[C:23]=2[CH:22]=[CH:21]C=1.[CH:33]1[C:46]2[NH2+:45][C:44]3[C:39](=[CH:40][CH:41]=[CH:42][CH:43]=3)[S:38][C:37]=2[CH:36]=[CH:35][CH:34]=1.C1[C:60]2[NH2+:59][C:58]3C(=C[CH:55]=[CH:56][CH:57]=3)S[C:51]=2[CH:50]=[CH:49]C=1.[CH2:61]([NH:65][CH2:66][CH2:67][CH2:68][CH3:69])[CH2:62][CH2:63][CH3:64].[CH:70]1[C:83]2[NH2+:82][C:81]3[C:76](=[CH:77][CH:78]=[CH:79][CH:80]=3)[S:75][C:74]=2[CH:73]=[CH:72][CH:71]=1.C(Cl)Cl.CO. (3) Given the product [N+:15]([C:14]1[C:9]([O:8][CH3:7])=[C:10]([C:29]2[O:33][C:32]([C:34]([OH:36])=[O:35])=[CH:31][CH:30]=2)[CH:11]=[C:12]([CH3:18])[CH:13]=1)([O-:17])=[O:16], predict the reactants needed to synthesize it. The reactants are: O1CCOCC1.[CH3:7][O:8][C:9]1[C:14]([N+:15]([O-:17])=[O:16])=[CH:13][C:12]([CH3:18])=[CH:11][C:10]=1B1OC(C)(C)C(C)(C)O1.Br[C:29]1[O:33][C:32]([C:34]([OH:36])=[O:35])=[CH:31][CH:30]=1.C(=O)([O-])[O-].[Na+].[Na+]. (4) Given the product [CH:1]1([C:4]2[CH:12]=[C:11]3[C:7]([C:8]([CH2:19][C:20]4[N:25]=[C:24]([C:26]([NH2:36])=[O:27])[CH:23]=[CH:22][CH:21]=4)=[C:9]([C:13]4[CH:18]=[CH:17][CH:16]=[CH:15][CH:14]=4)[NH:10]3)=[CH:6][CH:5]=2)[CH2:2][CH2:3]1, predict the reactants needed to synthesize it. The reactants are: [CH:1]1([C:4]2[CH:12]=[C:11]3[C:7]([C:8]([CH2:19][C:20]4[N:25]=[C:24]([C:26](OCC5C=CC=CC=5)=[O:27])[CH:23]=[CH:22][CH:21]=4)=[C:9]([C:13]4[CH:18]=[CH:17][CH:16]=[CH:15][CH:14]=4)[NH:10]3)=[CH:6][CH:5]=2)[CH2:3][CH2:2]1.[NH3:36]. (5) Given the product [CH2:19]([P:1]([OH:2])[OH:3])[CH2:18][CH2:17][CH2:16][CH2:15][CH2:14][CH2:13][CH2:12][CH2:11][CH2:10][CH2:9][CH2:8][CH2:7][CH2:6][CH2:5][CH3:4], predict the reactants needed to synthesize it. The reactants are: [PH2:1](=[O:3])[OH:2].[CH2:4]=[CH:5][CH2:6][CH2:7][CH2:8][CH2:9][CH2:10][CH2:11][CH2:12][CH2:13][CH2:14][CH2:15][CH2:16][CH2:17][CH2:18][CH3:19]. (6) Given the product [CH:3]1([CH2:1][O:4][C:12]2[C:21]3[C:16](=[CH:17][CH:18]=[C:19]([S:22][C:23]4[N:27]5[CH:28]=[C:29]([C:32]6[CH:33]=[N:34][N:35]([CH3:37])[CH:36]=6)[CH:30]=[CH:31][C:26]5=[N:25][N:24]=4)[CH:20]=3)[N:15]=[CH:14][C:13]=2[C:38]2[CH:39]=[N:40][N:41]([CH3:43])[CH:42]=2)[CH2:6][CH2:5]1, predict the reactants needed to synthesize it. The reactants are: [CH:1]([OH:4])([CH3:3])C.[CH3:5][C:6](C)([O-])C.[Na+].Cl[C:12]1[C:21]2[C:16](=[CH:17][CH:18]=[C:19]([S:22][C:23]3[N:27]4[CH:28]=[C:29]([C:32]5[CH:33]=[N:34][N:35]([CH3:37])[CH:36]=5)[CH:30]=[CH:31][C:26]4=[N:25][N:24]=3)[CH:20]=2)[N:15]=[CH:14][C:13]=1[C:38]1[CH:39]=[N:40][N:41]([CH3:43])[CH:42]=1. (7) Given the product [N:43]([C@H:18]1[C:19](=[O:20])[N:16]([Si:9]([C:12]([CH3:15])([CH3:14])[CH3:13])([CH3:11])[CH3:10])[C@@H:17]1[C:21]([OH:23])=[O:22])=[N+:44]=[N-:45], predict the reactants needed to synthesize it. The reactants are: [Li+].CC([N-]C(C)C)C.[Si:9]([N:16]1[C:19](=[O:20])[CH2:18][C@H:17]1[C:21]([OH:23])=[O:22])([C:12]([CH3:15])([CH3:14])[CH3:13])([CH3:11])[CH3:10].N1CCC1.CC(C1C=C(C(C)C)C(S([N:43]=[N+:44]=[N-:45])(=O)=O)=C(C(C)C)C=1)C.